This data is from Reaction yield outcomes from USPTO patents with 853,638 reactions. The task is: Predict the reaction yield, written as a fraction of the theoretical maximum amount of product (1.0 means a 100% yield; for example, 0.34 means a 34% yield). (1) The reactants are [C:1]([O:5][C:6]([NH:8][C@@H:9]([CH:18]([CH3:20])[CH3:19])[C:10](=O)[CH2:11][C:12]([O:14][CH2:15][CH3:16])=[O:13])=[O:7])([CH3:4])([CH3:3])[CH3:2].CC(C)([O-])C.[K+].N12CCN(CC1)CC2.C[N:36](/[CH:38]=[C:39](\[Cl:44])/[CH:40]=[N+](C)C)C.F[P-](F)(F)(F)(F)F.C([O-])(=O)C.[NH4+]. The catalyst is C1COCC1. The product is [C:1]([O:5][C:6]([NH:8][C@H:9]([C:10]1[N:36]=[CH:38][C:39]([Cl:44])=[CH:40][C:11]=1[C:12]([O:14][CH2:15][CH3:16])=[O:13])[CH:18]([CH3:20])[CH3:19])=[O:7])([CH3:4])([CH3:3])[CH3:2]. The yield is 0.510. (2) The reactants are [CH3:1][N:2]([CH2:11][CH2:12][OH:13])[C:3]1[CH:10]=[CH:9][C:6]([CH:7]=O)=[CH:5][CH:4]=1.[C:14]([NH:17][NH2:18])([NH2:16])=[NH:15].[ClH:19]. No catalyst specified. The product is [ClH:19].[CH3:1][N:2]([CH2:11][CH2:12][OH:13])[C:3]1[CH:10]=[CH:9][C:6]([CH:7]=[N:18][NH:17][C:14]([NH2:16])=[NH:15])=[CH:5][CH:4]=1. The yield is 0.590. (3) The catalyst is O1CCOCC1.[Cl-].[Na+].O.C1C=CC(P(C2C=CC=CC=2)[C-]2C=CC=C2)=CC=1.C1C=CC(P(C2C=CC=CC=2)[C-]2C=CC=C2)=CC=1.Cl[Pd]Cl.[Fe+2]. The product is [CH3:26][C:21]1([CH3:27])[C:22]([CH3:25])([CH3:24])[O:23][B:19]([C:2]2[CH:10]=[C:9]([C:11]([F:14])([F:13])[F:12])[C:5]([C:6]([OH:8])=[O:7])=[C:4]([C:15]([F:18])([F:17])[F:16])[CH:3]=2)[O:20]1. The reactants are Br[C:2]1[CH:10]=[C:9]([C:11]([F:14])([F:13])[F:12])[C:5]([C:6]([OH:8])=[O:7])=[C:4]([C:15]([F:18])([F:17])[F:16])[CH:3]=1.[B:19]1([B:19]2[O:23][C:22]([CH3:25])([CH3:24])[C:21]([CH3:27])([CH3:26])[O:20]2)[O:23][C:22]([CH3:25])([CH3:24])[C:21]([CH3:27])([CH3:26])[O:20]1.CC([O-])=O.[K+].CCOC(C)=O. The yield is 0.320. (4) The reactants are [Br:1][C:2]1[CH:7]=[CH:6][C:5]([CH2:8][CH2:9][OH:10])=[C:4](C)[CH:3]=1.BrC1C=CC(C=C)=[C:15]([O:21]CC)[CH:14]=1.B1C2CCCC1CCC2. No catalyst specified. The product is [Br:1][C:2]1[CH:7]=[CH:6][C:5]([CH2:8][CH2:9][OH:10])=[C:4]([O:21][CH2:15][CH3:14])[CH:3]=1. The yield is 0.820. (5) The reactants are [OH:1][C:2]1[CH:3]=[C:4]([CH2:9][C@H:10]([NH:22][C:23]([O:25][C:26]([CH3:29])([CH3:28])[CH3:27])=[O:24])[C:11]([O:13][C@H:14]([CH3:21])[C@H:15]([O:17][C:18](=[O:20])[CH3:19])[CH3:16])=[O:12])[CH:5]=[CH:6][C:7]=1[OH:8].Cl[C:31]([O:33][CH2:34][CH3:35])=[O:32].C(N(CC)CC)C.[C:43]([O:46][CH2:47][CH3:48])(=[O:45])C. The catalyst is ClCCl.CCCCCC. The product is [CH2:34]([O:33][C:31]([O:1][C:2]1[CH:3]=[C:4]([CH2:9][C@H:10]([NH:22][C:23]([O:25][C:26]([CH3:27])([CH3:28])[CH3:29])=[O:24])[C:11]([O:13][C@H:14]([CH3:21])[C@H:15]([O:17][C:18](=[O:20])[CH3:19])[CH3:16])=[O:12])[CH:5]=[CH:6][C:7]=1[O:8][C:43]([O:46][CH2:47][CH3:48])=[O:45])=[O:32])[CH3:35]. The yield is 0.900. (6) The yield is 0.533. The product is [CH3:1][C:2]1[N:3]=[C:4]([NH:7][C:9]2[CH:14]=[C:13]([O:15][CH:16]3[CH2:21][CH2:20][CH2:19][N:18]([C:22]([O:24][C:25]([CH3:28])([CH3:27])[CH3:26])=[O:23])[CH2:17]3)[CH:12]=[CH:11][N:10]=2)[S:5][CH:6]=1. The reactants are [CH3:1][C:2]1[N:3]=[C:4]([NH2:7])[S:5][CH:6]=1.Cl[C:9]1[CH:14]=[C:13]([O:15][CH:16]2[CH2:21][CH2:20][CH2:19][N:18]([C:22]([O:24][C:25]([CH3:28])([CH3:27])[CH3:26])=[O:23])[CH2:17]2)[CH:12]=[CH:11][N:10]=1.P([O-])([O-])([O-])=O.[K+].[K+].[K+].C1(P(C2C=CC=CC=2)C2C3OC4C(=CC=CC=4P(C4C=CC=CC=4)C4C=CC=CC=4)C(C)(C)C=3C=CC=2)C=CC=CC=1. The catalyst is C1(C)C=CC=CC=1.C1C=CC(/C=C/C(/C=C/C2C=CC=CC=2)=O)=CC=1.C1C=CC(/C=C/C(/C=C/C2C=CC=CC=2)=O)=CC=1.C1C=CC(/C=C/C(/C=C/C2C=CC=CC=2)=O)=CC=1.[Pd].[Pd].O. (7) The reactants are P([O:13][CH2:14][CH2:15][N:16]([CH2:21][CH2:22][CH2:23][O:24][C:25]1[CH:34]=[C:33]2[C:28]([C:29]([NH:35][C:36]3[CH:40]=[C:39]([CH2:41][C:42]([NH:44][C:45]4[CH:50]=[CH:49][CH:48]=[C:47]([F:51])[CH:46]=4)=[O:43])[NH:38][N:37]=3)=[N:30][CH:31]=[N:32]2)=[CH:27][CH:26]=1)[CH2:17][CH2:18][O:19][CH3:20])(OC(C)(C)C)(OC(C)(C)C)=O.COCCNCCO.ClCCCOC1C=C2C(C(NC3C=C(CC(NC4C=CC=C(F)C=4)=O)NN=3)=NC=N2)=CC=1.[I-].[K+]. The catalyst is CN1CCCC1=O. The product is [F:51][C:47]1[CH:46]=[C:45]([NH:44][C:42](=[O:43])[CH2:41][C:39]2[NH:38][N:37]=[C:36]([NH:35][C:29]3[C:28]4[C:33](=[CH:34][C:25]([O:24][CH2:23][CH2:22][CH2:21][N:16]([CH2:15][CH2:14][OH:13])[CH2:17][CH2:18][O:19][CH3:20])=[CH:26][CH:27]=4)[N:32]=[CH:31][N:30]=3)[CH:40]=2)[CH:50]=[CH:49][CH:48]=1. The yield is 0.530.